This data is from Reaction yield outcomes from USPTO patents with 853,638 reactions. The task is: Predict the reaction yield, written as a fraction of the theoretical maximum amount of product (1.0 means a 100% yield; for example, 0.34 means a 34% yield). (1) The reactants are [CH2:1]1[C:9]2[C:4](=[CH:5][CH:6]=[CH:7][CH:8]=2)[CH2:3][N:2]1[N:10]([CH3:39])[C:11](=[O:38])[CH2:12][N:13]([C:30]1[CH:35]=[CH:34][C:33](I)=[CH:32][C:31]=1[CH3:37])[CH2:14][C:15]([NH:17][CH2:18][CH2:19][N:20]([C:23]([O:25][C:26]([CH3:29])([CH3:28])[CH3:27])=[O:24])[CH2:21][CH3:22])=[O:16].[O:40]=[C:41]1[NH:45][CH2:44][CH:43]([C:46]([O:48][CH3:49])=[O:47])[CH2:42]1. No catalyst specified. The product is [CH2:1]1[C:9]2[C:4](=[CH:5][CH:6]=[CH:7][CH:8]=2)[CH2:3][N:2]1[N:10]([CH3:39])[C:11](=[O:38])[CH2:12][N:13]([C:30]1[CH:35]=[CH:34][C:33]([N:45]2[CH2:44][CH:43]([C:46]([O:48][CH3:49])=[O:47])[CH2:42][C:41]2=[O:40])=[CH:32][C:31]=1[CH3:37])[CH2:14][C:15]([NH:17][CH2:18][CH2:19][N:20]([C:23]([O:25][C:26]([CH3:29])([CH3:28])[CH3:27])=[O:24])[CH2:21][CH3:22])=[O:16]. The yield is 0.720. (2) The reactants are [NH2:1][C:2]1[N:7]=[CH:6][N:5]=[C:4]2[N:8]([CH:32]3[CH2:36][CH2:35][NH:34][CH2:33]3)[N:9]=[C:10]([C:11]3[CH:16]=[CH:15][C:14]([NH:17][C:18]([C:20]4[N:21]([CH3:29])[C:22]5[C:27]([CH:28]=4)=[CH:26][CH:25]=[CH:24][CH:23]=5)=[O:19])=[C:13]([O:30][CH3:31])[CH:12]=3)[C:3]=12.[CH3:37][C:38]([CH3:40])=O.C(O[BH-](OC(=O)C)OC(=O)C)(=O)C.[Na+].[OH-].[Na+]. The catalyst is ClC(Cl)C. The product is [NH2:1][C:2]1[N:7]=[CH:6][N:5]=[C:4]2[N:8]([CH:32]3[CH2:36][CH2:35][N:34]([CH:38]([CH3:40])[CH3:37])[CH2:33]3)[N:9]=[C:10]([C:11]3[CH:16]=[CH:15][C:14]([NH:17][C:18]([C:20]4[N:21]([CH3:29])[C:22]5[C:27]([CH:28]=4)=[CH:26][CH:25]=[CH:24][CH:23]=5)=[O:19])=[C:13]([O:30][CH3:31])[CH:12]=3)[C:3]=12. The yield is 0.440. (3) The reactants are Cl[C:2]1[N:7]2[N:8]=[C:9](C)[CH:10]=[C:6]2[N:5]=[C:4]([NH:12][C:13](=[O:24])[C:14]2[CH:19]=[CH:18][C:17]([C:20]([OH:23])([CH3:22])[CH3:21])=[CH:16][CH:15]=2)[CH:3]=1.[N:25]1([C:32](=[O:34])[CH3:33])[CH2:31][CH2:30][CH2:29][NH:28][CH2:27][CH2:26]1. The catalyst is O1CCOCC1.CS(C)=O.CO. The product is [C:32]([N:25]1[CH2:31][CH2:30][CH2:29][N:28]([C:2]2[N:7]3[N:8]=[CH:9][CH:10]=[C:6]3[N:5]=[C:4]([NH:12][C:13](=[O:24])[C:14]3[CH:15]=[CH:16][C:17]([C:20]([OH:23])([CH3:22])[CH3:21])=[CH:18][CH:19]=3)[CH:3]=2)[CH2:27][CH2:26]1)(=[O:34])[CH3:33]. The yield is 0.700.